Dataset: Catalyst prediction with 721,799 reactions and 888 catalyst types from USPTO. Task: Predict which catalyst facilitates the given reaction. (1) Reactant: O[CH:2]([CH2:16][O:17][N:18]1[C:26](=[O:27])[C:25]2[C:20](=[CH:21][CH:22]=[CH:23][CH:24]=2)[C:19]1=[O:28])[CH2:3][O:4][N:5]1[C:13](=[O:14])[C:12]2[C:7](=[CH:8][CH:9]=[CH:10][CH:11]=2)[C:6]1=[O:15].C(N(S(F)(F)[F:35])CC)C. Product: [F:35][CH:2]([CH2:16][O:17][N:18]1[C:26](=[O:27])[C:25]2[C:20](=[CH:21][CH:22]=[CH:23][CH:24]=2)[C:19]1=[O:28])[CH2:3][O:4][N:5]1[C:13](=[O:14])[C:12]2[C:7](=[CH:8][CH:9]=[CH:10][CH:11]=2)[C:6]1=[O:15]. The catalyst class is: 4. (2) Reactant: [CH3:1][NH:2][C:3]([C:5]1[CH:10]=[CH:9][C:8]([C:11]#[C:12][C:13]2[CH:14]=[CH:15][C:16]([O:22][C:23]([F:26])([F:25])[F:24])=[C:17]([CH:21]=2)[C:18](O)=[O:19])=[CH:7][CH:6]=1)=[O:4].[NH2:27][CH:28]([CH2:31][C:32]1[C:40]2[C:35](=[CH:36][CH:37]=[CH:38][C:39]=2[F:41])[NH:34][N:33]=1)[CH2:29][OH:30].CN(C(ON1N=NC2C=CC=NC1=2)=[N+](C)C)C.F[P-](F)(F)(F)(F)F.CN1CCOCC1. Product: [OH:30][CH2:29][CH:28]([NH:27][C:18](=[O:19])[C:17]1[CH:21]=[C:13]([C:12]#[C:11][C:8]2[CH:9]=[CH:10][C:5]([C:3]([NH:2][CH3:1])=[O:4])=[CH:6][CH:7]=2)[CH:14]=[CH:15][C:16]=1[O:22][C:23]([F:24])([F:25])[F:26])[CH2:31][C:32]1[C:40]2[C:35](=[CH:36][CH:37]=[CH:38][C:39]=2[F:41])[NH:34][N:33]=1. The catalyst class is: 251. (3) Reactant: [Cl-].[CH3:2][O:3][CH2:4][P+](C1C=CC=CC=1)(C1C=CC=CC=1)C1C=CC=CC=1.CC(C)([O-])C.[K+].[NH2:30][C:31]1[N:36]=[C:35]([CH:37]([CH3:39])[CH3:38])[C:34]([C:40]([O:42][CH3:43])=[O:41])=[C:33]([C:44]2[CH:49]=[CH:48][C:47]([F:50])=[CH:46][CH:45]=2)[C:32]=1[CH:51]=O. Product: [NH2:30][C:31]1[C:32]([CH:51]=[CH:2][O:3][CH3:4])=[C:33]([C:44]2[CH:49]=[CH:48][C:47]([F:50])=[CH:46][CH:45]=2)[C:34]([C:40]([O:42][CH3:43])=[O:41])=[C:35]([CH:37]([CH3:39])[CH3:38])[N:36]=1. The catalyst class is: 54. (4) Reactant: O[NH:2][C:3]([C:5]1[CH:14]=[CH:13][C:12]2[C:7](=[CH:8][CH:9]=[CH:10][CH:11]=2)[N:6]=1)=[NH:4].C1N=CN([C:20](N2C=NC=C2)=[S:21])C=1.O.B(F)(F)F.CC[O:34]CC. Product: [N:6]1[C:7]2[C:12](=[CH:11][CH:10]=[CH:9][CH:8]=2)[CH:13]=[CH:14][C:5]=1[C:3]1[NH:2][C:20](=[O:34])[S:21][N:4]=1. The catalyst class is: 1. (5) Product: [CH3:1][NH:2][C:3]([N:5]1[C:13]2[C:8](=[CH:9][C:10]([O:14][C:15]3[CH:20]=[CH:19][N:18]=[C:17]([NH:21][C:22]([N:47]4[CH2:48][CH2:49][S:44](=[O:50])(=[O:43])[CH2:45][CH2:46]4)=[O:23])[CH:16]=3)=[CH:11][CH:12]=2)[CH:7]=[CH:6]1)=[O:4]. The catalyst class is: 9. Reactant: [CH3:1][NH:2][C:3]([N:5]1[C:13]2[C:8](=[CH:9][C:10]([O:14][C:15]3[CH:20]=[CH:19][N:18]=[C:17]([N:21](C(OC4C=CC=CC=4)=O)[C:22](=O)[O:23]C4C=CC=CC=4)[CH:16]=3)=[CH:11][CH:12]=2)[CH:7]=[CH:6]1)=[O:4].[OH-].[Na+].Cl.[O:43]=[S:44]1(=[O:50])[CH2:49][CH2:48][NH:47][CH2:46][CH2:45]1. (6) Reactant: [NH2:1][C:2]1[CH:7]=[CH:6][C:5]([C:8]2[N:9]([CH:24]3[CH2:27][CH2:26][CH2:25]3)[C:10]3[C:15]([C:16]=2[C:17]#[N:18])=[CH:14][CH:13]=[C:12]([O:19][CH2:20][CH2:21][O:22][CH3:23])[CH:11]=3)=[CH:4][CH:3]=1.N1C=CC=CC=1.Cl[C:35]([O:37][C:38]1[CH:43]=[CH:42][C:41]([N+]([O-])=O)=C[CH:39]=1)=[O:36].CC(C1CC1)O. Product: [CH:43]1([CH:38]([O:37][C:35](=[O:36])[NH:1][C:2]2[CH:3]=[CH:4][C:5]([C:8]3[N:9]([CH:24]4[CH2:27][CH2:26][CH2:25]4)[C:10]4[C:15]([C:16]=3[C:17]#[N:18])=[CH:14][CH:13]=[C:12]([O:19][CH2:20][CH2:21][O:22][CH3:23])[CH:11]=4)=[CH:6][CH:7]=2)[CH3:39])[CH2:42][CH2:41]1. The catalyst class is: 68. (7) Reactant: [F:1][C:2]([F:31])([F:30])[C:3]1[CH:25]=[C:24]([C:26]([F:29])([F:28])[F:27])[CH:23]=[CH:22][C:4]=1[CH2:5][O:6][C:7]1[CH:12]=[CH:11][C:10](/[CH:13]=[C:14]2/[C:15](=O)[NH:16][C:17](=[O:19])[S:18]/2)=[CH:9][C:8]=1[CH3:21].COC1C=CC(P2(SP(C3C=CC(OC)=CC=3)(=S)S2)=[S:41])=CC=1. Product: [F:1][C:2]([F:30])([F:31])[C:3]1[CH:25]=[C:24]([C:26]([F:28])([F:29])[F:27])[CH:23]=[CH:22][C:4]=1[CH2:5][O:6][C:7]1[CH:12]=[CH:11][C:10](/[CH:13]=[C:14]2/[C:15](=[S:41])[NH:16][C:17](=[O:19])[S:18]/2)=[CH:9][C:8]=1[CH3:21]. The catalyst class is: 359.